This data is from CYP1A2 inhibition data for predicting drug metabolism from PubChem BioAssay. The task is: Regression/Classification. Given a drug SMILES string, predict its absorption, distribution, metabolism, or excretion properties. Task type varies by dataset: regression for continuous measurements (e.g., permeability, clearance, half-life) or binary classification for categorical outcomes (e.g., BBB penetration, CYP inhibition). Dataset: cyp1a2_veith. (1) The drug is CC(=O)OC1N=C(c2ccccc2)c2cc(Br)ccc2N(C)C1=O. The result is 0 (non-inhibitor). (2) The compound is CC(C)(C)c1o[nH]c(=O)c1C[C@H]([NH3+])C(=O)[O-]. The result is 0 (non-inhibitor). (3) The drug is CC(=O)N[C@H](Cc1ccc(O)cc1)C(=O)O. The result is 0 (non-inhibitor). (4) The molecule is N#Cc1cccc(-c2nccc(NCc3ccccc3)n2)c1. The result is 1 (inhibitor). (5) The compound is Cn1c(C(F)(F)F)nc2c(=O)oc3ccccc3c21. The result is 1 (inhibitor). (6) The molecule is COc1ccc(S(=O)(=O)Nc2ccc(S(=O)(=O)N3CCCCC3)cc2)cc1C. The result is 0 (non-inhibitor). (7) The drug is O=c1nc(-c2ccccc2)n(-c2ccccc2)c2ncccc12. The result is 0 (non-inhibitor). (8) The molecule is Cn1cccc1C(=O)N1CCC2(CC1)CN(c1ccncc1)C2. The result is 0 (non-inhibitor). (9) The drug is COc1ccc(C[C@@H]2C(=O)N[C@H](C)C(=O)N(C)[C@@H]3Cc4ccc(cc4)Oc4cc(ccc4O)C[C@H](C(=O)N[C@@H](C)C(=O)N[C@H](C)C(=O)N2C)N(C)C3=O)cc1. The result is 0 (non-inhibitor). (10) The molecule is Cc1c(NC(=O)/C=C/C(=O)O)cccc1[N+](=O)[O-]. The result is 0 (non-inhibitor).